This data is from Reaction yield outcomes from USPTO patents with 853,638 reactions. The task is: Predict the reaction yield, written as a fraction of the theoretical maximum amount of product (1.0 means a 100% yield; for example, 0.34 means a 34% yield). (1) The product is [Cl:34][C:35]([F:36])=[C:27]([C:24]1[CH:25]=[CH:26][C:21]([Cl:20])=[CH:22][CH:23]=1)[C:28]([O:30][CH2:31][CH3:32])=[O:29]. The catalyst is [Zn].CN(C)C(=O)C. The reactants are C1(P(C2C=CC=CC=2)C2C=CC=CC=2)C=CC=CC=1.[Cl:20][C:21]1[CH:26]=[CH:25][C:24]([C:27](=O)[C:28]([O:30][CH2:31][CH3:32])=[O:29])=[CH:23][CH:22]=1.[Cl:34][C:35](Cl)(Cl)[F:36]. The yield is 0.160. (2) The reactants are [NH2:1][C:2]1[CH:7]=[C:6]([CH3:8])[CH:5]=[CH:4][N:3]=1.[N+:9]([O-])([OH:11])=[O:10].[OH-].[Na+]. The catalyst is S(=O)(=O)(O)O. The product is [NH2:1][C:2]1[CH:7]=[C:6]([CH3:8])[C:5]([N+:9]([O-:11])=[O:10])=[CH:4][N:3]=1. The yield is 0.270. (3) The reactants are Cl.[CH3:2][C:3]1([CH3:40])[C:30](=[O:31])[NH:29][C:6]2=[N:7][CH:8]=[C:9]([C:11]3[CH:16]=[CH:15][C:14]([C:17]4[N:21](C5CCCCO5)[CH:20]=[N:19][N:18]=4)=[CH:13][C:12]=3[CH3:28])[N:10]=[C:5]2[N:4]1[CH2:32][CH2:33][CH:34]1[CH2:39][CH2:38][O:37][CH2:36][CH2:35]1. The catalyst is O.C(O)C. The product is [CH3:2][C:3]1([CH3:40])[C:30](=[O:31])[NH:29][C:6]2=[N:7][CH:8]=[C:9]([C:11]3[CH:16]=[CH:15][C:14]([C:17]4[NH:21][CH:20]=[N:19][N:18]=4)=[CH:13][C:12]=3[CH3:28])[N:10]=[C:5]2[N:4]1[CH2:32][CH2:33][CH:34]1[CH2:35][CH2:36][O:37][CH2:38][CH2:39]1. The yield is 0.480. (4) The reactants are C(OC(=O)[NH:7][CH2:8][C:9]1[S:10][CH:11]=[C:12]([C:14]2[CH:15]=[C:16]3[C:21](=[CH:22][CH:23]=2)[N:20]=[CH:19][N:18]=[C:17]3[NH:24][C:25]2[CH:30]=[CH:29][C:28]([O:31][C:32]3[CH:33]=[N:34][C:35]([CH3:38])=[CH:36][CH:37]=3)=[C:27]([CH3:39])[CH:26]=2)[N:13]=1)(C)(C)C.Cl.C(=O)([O-])[O-].[K+].[K+]. The catalyst is CCOC(C)=O.O. The product is [NH2:7][CH2:8][C:9]1[S:10][CH:11]=[C:12]([C:14]2[CH:15]=[C:16]3[C:21](=[CH:22][CH:23]=2)[N:20]=[CH:19][N:18]=[C:17]3[NH:24][C:25]2[CH:30]=[CH:29][C:28]([O:31][C:32]3[CH:33]=[N:34][C:35]([CH3:38])=[CH:36][CH:37]=3)=[C:27]([CH3:39])[CH:26]=2)[N:13]=1. The yield is 0.680. (5) The reactants are [NH2:1][C:2]1[C:9]([CH3:10])=[C:8]([OH:11])[CH:7]=[CH:6][C:3]=1[C:4]#[N:5].[C:12]([O-])([O-])=O.[K+].[K+].CI. The catalyst is CN(C=O)C.O. The product is [NH2:1][C:2]1[C:9]([CH3:10])=[C:8]([O:11][CH3:12])[CH:7]=[CH:6][C:3]=1[C:4]#[N:5]. The yield is 0.930.